This data is from NCI-60 drug combinations with 297,098 pairs across 59 cell lines. The task is: Regression. Given two drug SMILES strings and cell line genomic features, predict the synergy score measuring deviation from expected non-interaction effect. Drug 1: C1=CN(C=N1)CC(O)(P(=O)(O)O)P(=O)(O)O. Drug 2: CC1C(C(CC(O1)OC2CC(CC3=C2C(=C4C(=C3O)C(=O)C5=C(C4=O)C(=CC=C5)OC)O)(C(=O)CO)O)N)O.Cl. Cell line: OVCAR3. Synergy scores: CSS=11.6, Synergy_ZIP=-5.41, Synergy_Bliss=-4.74, Synergy_Loewe=-6.86, Synergy_HSA=-6.73.